Dataset: Forward reaction prediction with 1.9M reactions from USPTO patents (1976-2016). Task: Predict the product of the given reaction. (1) Given the reactants [CH3:1][C:2]1([CH3:13])[O:11][C:10]2[C:5](=[CH:6][N:7]=[CH:8][CH:9]=2)[CH:4]2[O:12][CH:3]12.[Cl:14][C:15]1[CH:16]=[CH:17][C:18]2[O:22][C:21]([NH2:23])=[N:20][C:19]=2[CH:24]=1, predict the reaction product. The product is: [Cl:14][C:15]1[CH:16]=[CH:17][C:18]2[O:22][C:21]([NH:23][CH:4]3[C:5]4[CH:6]=[N:7][CH:8]=[CH:9][C:10]=4[O:11][C:2]([CH3:13])([CH3:1])[CH:3]3[OH:12])=[N:20][C:19]=2[CH:24]=1. (2) Given the reactants [CH3:1][C:2]1[CH:7]=[C:6]([CH3:8])[NH:5][C:4](=[O:9])[C:3]=1[CH2:10][NH:11][C:12]([C:14]1[C:15]([CH3:38])=[C:16]([N:19]2[CH2:24][CH2:23][CH2:22][CH2:21][CH:20]2[CH:25]2[CH2:30][CH2:29][N:28](C(OC(C)(C)C)=O)[CH2:27][CH2:26]2)[S:17][CH:18]=1)=[O:13].C(O)(C(F)(F)F)=O, predict the reaction product. The product is: [N:19]1([C:16]2[S:17][CH:18]=[C:14]([C:12]([NH:11][CH2:10][C:3]3[C:4](=[O:9])[NH:5][C:6]([CH3:8])=[CH:7][C:2]=3[CH3:1])=[O:13])[C:15]=2[CH3:38])[CH2:24][CH2:23][CH2:22][CH2:21][CH:20]1[CH:25]1[CH2:30][CH2:29][NH:28][CH2:27][CH2:26]1. (3) Given the reactants [Cl:1][C:2]1[CH:3]=[C:4](C=O)[CH:5]=[C:6]2[C:10]=1[C:9](=[O:11])[N:8]([CH2:12][C:13]1[CH:18]=[CH:17][C:16]([O:19][C:20]([F:23])([F:22])[F:21])=[CH:15][CH:14]=1)[CH2:7]2.C(O)=O.[C:29]([O:33][C:34]([N:36]1[CH2:41][CH2:40][CH:39]([CH2:42][NH2:43])[CH2:38][CH2:37]1)=[O:35])([CH3:32])([CH3:31])[CH3:30].C([BH3-])#N.[Na+], predict the reaction product. The product is: [C:29]([O:33][C:34]([N:36]1[CH2:41][CH2:40][CH:39]([CH2:42][NH:43][C:4]2[CH:5]=[C:6]3[C:10](=[C:2]([Cl:1])[CH:3]=2)[C:9](=[O:11])[N:8]([CH2:12][C:13]2[CH:18]=[CH:17][C:16]([O:19][C:20]([F:21])([F:23])[F:22])=[CH:15][CH:14]=2)[CH2:7]3)[CH2:38][CH2:37]1)=[O:35])([CH3:32])([CH3:31])[CH3:30]. (4) Given the reactants [OH:1][C:2]12[CH2:11][CH:6]3[CH2:7][CH:8]([CH2:10][CH:4]([C:5]3=O)[CH2:3]1)[CH2:9]2.Cl.[NH2:14][OH:15], predict the reaction product. The product is: [OH:1][C:2]12[CH2:11][CH:6]3[CH2:7][CH:8]([CH2:10][CH:4]([C:5]3=[N:14][OH:15])[CH2:3]1)[CH2:9]2. (5) Given the reactants Br[C:2]1[CH:3]=[CH:4][C:5]([F:22])=[C:6]([C:8]2[N:13]=[C:12]([C:14]([NH2:16])=[O:15])[C:11]([NH:17][CH:18]3[CH2:21][O:20][CH2:19]3)=[CH:10][CH:9]=2)[CH:7]=1.[C:23]([C@:25]1([OH:32])[CH2:29][CH2:28][N:27]([CH3:30])[C:26]1=[O:31])#[CH:24], predict the reaction product. The product is: [F:22][C:5]1[CH:4]=[CH:3][C:2]([C:24]#[C:23][C@:25]2([OH:32])[CH2:29][CH2:28][N:27]([CH3:30])[C:26]2=[O:31])=[CH:7][C:6]=1[C:8]1[N:13]=[C:12]([C:14]([NH2:16])=[O:15])[C:11]([NH:17][CH:18]2[CH2:21][O:20][CH2:19]2)=[CH:10][CH:9]=1. (6) Given the reactants Br[C:2]1[CH:3]=[C:4]([C:16]([NH:18][CH2:19][C:20]2[C:21](=[O:28])[NH:22][C:23]([CH3:27])=[CH:24][C:25]=2[CH3:26])=[O:17])[C:5]2[CH:6]=[N:7][N:8]([CH:11]3[CH2:15][CH2:14][CH2:13][CH2:12]3)[C:9]=2[CH:10]=1.CC1(C)C(C)(C)OB([C:37]2[CH:38]=[CH:39][C:40]([N:43]3[CH2:48][CH2:47][NH:46][CH2:45][CH2:44]3)=[N:41][CH:42]=2)O1, predict the reaction product. The product is: [CH:11]1([N:8]2[C:9]3[CH:10]=[C:2]([C:37]4[CH:42]=[N:41][C:40]([N:43]5[CH2:44][CH2:45][NH:46][CH2:47][CH2:48]5)=[CH:39][CH:38]=4)[CH:3]=[C:4]([C:16]([NH:18][CH2:19][C:20]4[C:21](=[O:28])[NH:22][C:23]([CH3:27])=[CH:24][C:25]=4[CH3:26])=[O:17])[C:5]=3[CH:6]=[N:7]2)[CH2:15][CH2:14][CH2:13][CH2:12]1. (7) Given the reactants [C:1]([O:5][C:6]([N:8]1[CH2:13][CH2:12][CH:11]([CH:14]([NH:19][S:20]([C:23]2[CH:28]=[CH:27][C:26]([NH:29][C:30](=[O:39])[C:31]3[CH:36]=[CH:35][C:34]([O:37][CH3:38])=[CH:33][CH:32]=3)=[CH:25][CH:24]=2)(=[O:22])=[O:21])[C:15]([O:17]C)=[O:16])[CH2:10][CH2:9]1)=[O:7])([CH3:4])([CH3:3])[CH3:2].C(OC(N1CCC(C(NS(C2C=CC(N)=CC=2)(=O)=O)C(OC)=O)CC1)=O)(C)(C)C.C(N(CC)CC)C.COC1C=CC(C(Cl)=O)=CC=1, predict the reaction product. The product is: [C:1]([O:5][C:6]([N:8]1[CH2:9][CH2:10][CH:11]([CH:14]([C:15]([OH:17])=[O:16])[NH:19][S:20]([C:23]2[CH:28]=[CH:27][C:26]([NH:29][C:30](=[O:39])[C:31]3[CH:32]=[CH:33][C:34]([O:37][CH3:38])=[CH:35][CH:36]=3)=[CH:25][CH:24]=2)(=[O:22])=[O:21])[CH2:12][CH2:13]1)=[O:7])([CH3:4])([CH3:2])[CH3:3].